Dataset: Full USPTO retrosynthesis dataset with 1.9M reactions from patents (1976-2016). Task: Predict the reactants needed to synthesize the given product. Given the product [N:10]1([CH2:15][CH2:16][NH:17][C:18]2[N:23]=[C:22]([C:24]3[S:28][C:27]4[C:29]([C:33]5[CH:38]=[C:37]([F:39])[CH:36]=[CH:35][C:34]=5[C@H:40]([NH:42][C:64](=[O:65])[C@H:62]([NH:61][C:59](=[O:60])[O:58][CH2:57][CH:55]5[C:54]6[CH:53]=[CH:52][CH:51]=[CH:50][C:49]=6[C:48]6[C:56]5=[CH:44][CH:45]=[CH:46][CH:47]=6)[CH3:63])[CH3:41])=[CH:30][CH:31]=[CH:32][C:26]=4[CH:25]=3)[C:21]([F:43])=[CH:20][N:19]=2)[CH:14]=[CH:13][N:12]=[N:11]1, predict the reactants needed to synthesize it. The reactants are: C(N(C(C)C)CC)(C)C.[N:10]1([CH2:15][CH2:16][NH:17][C:18]2[N:23]=[C:22]([C:24]3[S:28][C:27]4[C:29]([C:33]5[CH:38]=[C:37]([F:39])[CH:36]=[CH:35][C:34]=5[C@H:40]([NH2:42])[CH3:41])=[CH:30][CH:31]=[CH:32][C:26]=4[CH:25]=3)[C:21]([F:43])=[CH:20][N:19]=2)[CH:14]=[CH:13][N:12]=[N:11]1.[CH:44]1[C:56]2[CH:55]([CH2:57][O:58][C:59]([NH:61][C@@H:62]([C:64](Cl)=[O:65])[CH3:63])=[O:60])[C:54]3[C:49](=[CH:50][CH:51]=[CH:52][CH:53]=3)[C:48]=2[CH:47]=[CH:46][CH:45]=1.